This data is from Forward reaction prediction with 1.9M reactions from USPTO patents (1976-2016). The task is: Predict the product of the given reaction. (1) Given the reactants FC(F)(F)S([O:6][Si:7]([C:10]([CH3:13])([CH3:12])[CH3:11])([CH3:9])[CH3:8])(=O)=O.[F:16][C:17]1[N:22]=[CH:21][C:20]([C:23]([CH3:27])([CH3:26])[CH2:24]O)=[CH:19][CH:18]=1.C(N(CC)C(C)C)(C)C, predict the reaction product. The product is: [Si:7]([O:6][CH2:27][C:23]([C:20]1[CH:19]=[CH:18][C:17]([F:16])=[N:22][CH:21]=1)([CH3:24])[CH3:26])([C:10]([CH3:11])([CH3:12])[CH3:13])([CH3:8])[CH3:9]. (2) Given the reactants Cl[C:2]1[CH:17]=[C:16]([CH:18]2[CH2:22][CH2:21][CH2:20][CH2:19]2)[C:5]([C:6]([NH:8][CH2:9][CH:10]2[CH2:15][CH2:14][O:13][CH2:12][CH2:11]2)=[O:7])=[CH:4][N:3]=1.[Cl:23][C:24]1[CH:25]=[C:26]([CH:28]=[CH:29][CH:30]=1)[NH2:27].CS(O)(=O)=O, predict the reaction product. The product is: [Cl:23][C:24]1[CH:25]=[C:26]([NH:27][C:2]2[CH:17]=[C:16]([CH:18]3[CH2:22][CH2:21][CH2:20][CH2:19]3)[C:5]([C:6]([NH:8][CH2:9][CH:10]3[CH2:15][CH2:14][O:13][CH2:12][CH2:11]3)=[O:7])=[CH:4][N:3]=2)[CH:28]=[CH:29][CH:30]=1. (3) The product is: [CH2:17]([C:12]1[CH:13]=[CH:14][CH:15]=[CH:16][C:11]=1[NH:10][C:8]([C:3]1[C:4]([CH3:7])=[N:5][S:6][C:2]=1[NH:1][C:20]1[C:21]2[CH:29]=[CH:28][S:27][C:22]=2[N:23]=[C:24]([CH3:26])[N:25]=1)=[O:9])[CH3:18]. Given the reactants [NH2:1][C:2]1[S:6][N:5]=[C:4]([CH3:7])[C:3]=1[C:8]([NH:10][C:11]1[CH:16]=[CH:15][CH:14]=[CH:13][C:12]=1[CH2:17][CH3:18])=[O:9].Cl[C:20]1[C:21]2[CH:29]=[CH:28][S:27][C:22]=2[N:23]=[C:24]([CH3:26])[N:25]=1.C(=O)([O-])[O-].[Cs+].[Cs+].CC1(C)C2C(=C(P(C3C=CC=CC=3)C3C=CC=CC=3)C=CC=2)OC2C(P(C3C=CC=CC=3)C3C=CC=CC=3)=CC=CC1=2, predict the reaction product. (4) Given the reactants [OH:1][C:2]1[CH:3]=[C:4]([CH:13]=[C:14]([O:16][C@@H:17]([CH3:21])[CH2:18][O:19][CH3:20])[CH:15]=1)[C:5]([NH:7][C:8]1[S:9][CH:10]=[CH:11][N:12]=1)=[O:6].[CH2:22]([S:24]([C:27]1[CH:32]=[CH:31][C:30](B(O)O)=[CH:29][CH:28]=1)(=[O:26])=[O:25])[CH3:23].C(N(CC)CC)C, predict the reaction product. The product is: [CH2:22]([S:24]([C:27]1[CH:32]=[CH:31][C:30]([O:1][C:2]2[CH:3]=[C:4]([CH:13]=[C:14]([O:16][C@@H:17]([CH3:21])[CH2:18][O:19][CH3:20])[CH:15]=2)[C:5]([NH:7][C:8]2[S:9][CH:10]=[CH:11][N:12]=2)=[O:6])=[CH:29][CH:28]=1)(=[O:25])=[O:26])[CH3:23]. (5) Given the reactants [OH:1][CH2:2][CH2:3][N:4]1[CH2:9][CH:8]([C:10]2[CH:15]=[CH:14][CH:13]=[CH:12][CH:11]=2)[CH2:7][CH2:6][C:5]1=[O:16].[H-].[Na+].Cl[C:20]1[C:29]2[C:24](=[CH:25][C:26]([O:30][CH3:31])=[CH:27][CH:28]=2)[N:23]=[CH:22][CH:21]=1, predict the reaction product. The product is: [CH3:31][O:30][C:26]1[CH:25]=[C:24]2[C:29]([C:20]([O:1][CH2:2][CH2:3][N:4]3[CH2:9][CH:8]([C:10]4[CH:15]=[CH:14][CH:13]=[CH:12][CH:11]=4)[CH2:7][CH2:6][C:5]3=[O:16])=[CH:21][CH:22]=[N:23]2)=[CH:28][CH:27]=1. (6) Given the reactants [CH3:1][N:2]1[C:6](S(C)(=O)=O)=[N:5][N:4]=[C:3]1[C:11]1[CH:16]=[CH:15][N:14]=[CH:13][CH:12]=1.[Cl:17][C:18]1[CH:19]=[C:20]([C:24]2[O:28][N:27]=[C:26]([CH:29]([OH:31])[CH3:30])[N:25]=2)[CH:21]=[CH:22][CH:23]=1.C(=O)([O-])[O-].[Cs+].[Cs+], predict the reaction product. The product is: [Cl:17][C:18]1[CH:19]=[C:20]([C:24]2[O:28][N:27]=[C:26]([CH:29]([O:31][C:6]3[N:2]([CH3:1])[C:3]([C:11]4[CH:16]=[CH:15][N:14]=[CH:13][CH:12]=4)=[N:4][N:5]=3)[CH3:30])[N:25]=2)[CH:21]=[CH:22][CH:23]=1.